This data is from Catalyst prediction with 721,799 reactions and 888 catalyst types from USPTO. The task is: Predict which catalyst facilitates the given reaction. (1) Reactant: C([O:3][C:4]([C:6]1[C:7]([CH3:26])=[N:8][N:9]2[C:14]([O:15][CH2:16][C:17]3[C:22]([F:23])=[CH:21][CH:20]=[CH:19][C:18]=3[Cl:24])=[CH:13][C:12]([CH3:25])=[CH:11][C:10]=12)=[O:5])C.[OH-].[Na+].CS(C)=O. Product: [Cl:24][C:18]1[CH:19]=[CH:20][CH:21]=[C:22]([F:23])[C:17]=1[CH2:16][O:15][C:14]1[N:9]2[N:8]=[C:7]([CH3:26])[C:6]([C:4]([OH:5])=[O:3])=[C:10]2[CH:11]=[C:12]([CH3:25])[CH:13]=1. The catalyst class is: 12. (2) Reactant: [P:1](Cl)(Cl)(=[O:12])[O:2][C:3]1[CH:8]=[CH:7][C:6]([N+:9]([O-:11])=[O:10])=[CH:5][CH:4]=1.[C:15]1([OH:21])[CH:20]=[CH:19][CH:18]=[CH:17][CH:16]=1.C(N(CC)CC)C.[NH2:29][CH2:30][CH2:31][NH:32][C:33](=[O:55])[CH2:34][CH2:35]/[CH:36]=[CH:37]\[CH2:38]/[CH:39]=[CH:40]\[CH2:41]/[CH:42]=[CH:43]\[CH2:44]/[CH:45]=[CH:46]\[CH2:47]/[CH:48]=[CH:49]\[CH2:50]/[CH:51]=[CH:52]\[CH2:53][CH3:54]. Product: [C:33]([NH:32][CH2:31][CH2:30][NH:29][P:1](=[O:12])([O:21][C:15]1[CH:20]=[CH:19][CH:18]=[CH:17][CH:16]=1)[O:2][C:3]1[CH:8]=[CH:7][C:6]([N+:9]([O-:11])=[O:10])=[CH:5][CH:4]=1)(=[O:55])[CH2:34][CH2:35]/[CH:36]=[CH:37]\[CH2:38]/[CH:39]=[CH:40]\[CH2:41]/[CH:42]=[CH:43]\[CH2:44]/[CH:45]=[CH:46]\[CH2:47]/[CH:48]=[CH:49]\[CH2:50]/[CH:51]=[CH:52]\[CH2:53][CH3:54]. The catalyst class is: 2.